Dataset: Forward reaction prediction with 1.9M reactions from USPTO patents (1976-2016). Task: Predict the product of the given reaction. (1) Given the reactants [F:1][C:2]1[CH:3]=[C:4]2[C:8](=[CH:9][CH:10]=1)[N:7]([NH2:11])[CH:6]=[C:5]2[CH3:12].[CH3:13][C:14]1[C:19]([C:20](O)=[O:21])=[CH:18][N:17]=[C:16]([C:23]2[CH:28]=[CH:27][CH:26]=[CH:25][N:24]=2)[N:15]=1, predict the reaction product. The product is: [F:1][C:2]1[CH:3]=[C:4]2[C:8](=[CH:9][CH:10]=1)[N:7]([NH:11][C:20]([C:19]1[C:14]([CH3:13])=[N:15][C:16]([C:23]3[CH:28]=[CH:27][CH:26]=[CH:25][N:24]=3)=[N:17][CH:18]=1)=[O:21])[CH:6]=[C:5]2[CH3:12]. (2) The product is: [C:23]1([S:29]([NH:13][NH:12][C:10]([C:6]2[CH:5]=[C:4]3[C:9](=[CH:8][CH:7]=2)[NH:1][CH:2]=[CH:3]3)=[O:11])(=[O:31])=[O:30])[CH:28]=[CH:27][CH:26]=[CH:25][CH:24]=1. Given the reactants [NH:1]1[C:9]2[C:4](=[CH:5][C:6]([C:10]([NH:12][NH2:13])=[O:11])=[CH:7][CH:8]=2)[CH:3]=[CH:2]1.C(N(CC)C(C)C)(C)C.[C:23]1([S:29](Cl)(=[O:31])=[O:30])[CH:28]=[CH:27][CH:26]=[CH:25][CH:24]=1.CN(C=O)C, predict the reaction product. (3) Given the reactants [NH2:1][C:2]1[C:7]([S:8][CH2:9][CH2:10][C:11]([CH3:14])([OH:13])[CH3:12])=[CH:6][C:5]([Br:15])=[CH:4][N:3]=1.CC(C)=[O:18].[OH2:20].S([O-])(O[O-])(=O)=O.[K+].[K+], predict the reaction product. The product is: [NH2:1][C:2]1[C:7]([S:8]([CH2:9][CH2:10][C:11]([CH3:12])([OH:13])[CH3:14])(=[O:18])=[O:20])=[CH:6][C:5]([Br:15])=[CH:4][N:3]=1.